This data is from Peptide-MHC class I binding affinity with 185,985 pairs from IEDB/IMGT. The task is: Regression. Given a peptide amino acid sequence and an MHC pseudo amino acid sequence, predict their binding affinity value. This is MHC class I binding data. The peptide sequence is LCFWSAIFFT. The MHC is HLA-A02:01 with pseudo-sequence HLA-A02:01. The binding affinity (normalized) is 0.203.